Dataset: Full USPTO retrosynthesis dataset with 1.9M reactions from patents (1976-2016). Task: Predict the reactants needed to synthesize the given product. (1) Given the product [O:1]=[CH:2][C@@H:3]([C@H:5]([C@H:7]([C@@H:9]([C:11]([O:13][CH3:14])=[O:12])[OH:10])[OH:8])[OH:6])[OH:4].[O:15]=[CH:16][C@@H:17]([C@H:19]([C@H:21]([C@@H:23]([C:25]([OH:27])=[O:26])[OH:24])[OH:22])[OH:20])[OH:18].[O:1]=[CH:2][C@@H:3]([C@H:5]([C@H:7]([C@@H:9]([CH2:11][OH:12])[OH:10])[OH:8])[OH:6])[OH:4], predict the reactants needed to synthesize it. The reactants are: [O:1]=[CH:2][C@@H:3]([C@H:5]([C@H:7]([C@@H:9]([C:11]([O:13][CH3:14])=[O:12])[OH:10])[OH:8])[OH:6])[OH:4].[O:15]=[CH:16][C@@H:17]([C@H:19]([C@H:21]([C@@H:23]([C:25]([OH:27])=[O:26])[OH:24])[OH:22])[OH:20])[OH:18]. (2) Given the product [Cl:1][C:2]1[CH:3]=[CH:4][C:5]([C:23]#[N:24])=[C:6]([C:8]2[C:9]3[C:21](=[O:22])[CH2:20][CH2:19][C:10]=3[N:11]([CH2:15][C:16]([NH:25][C:26]3[CH:38]=[CH:37][C:29]([C:30]([O:32][C:33]([CH3:34])([CH3:35])[CH3:36])=[O:31])=[CH:28][CH:27]=3)=[O:17])[C:12](=[O:14])[CH:13]=2)[CH:7]=1, predict the reactants needed to synthesize it. The reactants are: [Cl:1][C:2]1[CH:3]=[CH:4][C:5]([C:23]#[N:24])=[C:6]([C:8]2[C:9]3[C:21](=[O:22])[CH2:20][CH2:19][C:10]=3[N:11]([CH2:15][C:16](O)=[O:17])[C:12](=[O:14])[CH:13]=2)[CH:7]=1.[NH2:25][C:26]1[CH:38]=[CH:37][C:29]([C:30]([O:32][C:33]([CH3:36])([CH3:35])[CH3:34])=[O:31])=[CH:28][CH:27]=1. (3) The reactants are: [Cl:1][C:2]1[CH:17]=[C:16]([Cl:18])[C:15]([O:19][CH2:20][C:21]2[CH:26]=[CH:25][C:24]([O:27][CH3:28])=[CH:23][CH:22]=2)=[CH:14][C:3]=1[O:4][C:5]1[N:9]([CH3:10])[N:8]=[C:7]([CH3:11])[C:6]=1[CH:12]=[O:13].CC(C)=[O:31].OS(O)(=O)=O.O=[Cr](=O)=O.O. Given the product [Cl:1][C:2]1[CH:17]=[C:16]([Cl:18])[C:15]([O:19][CH2:20][C:21]2[CH:22]=[CH:23][C:24]([O:27][CH3:28])=[CH:25][CH:26]=2)=[CH:14][C:3]=1[O:4][C:5]1[N:9]([CH3:10])[N:8]=[C:7]([CH3:11])[C:6]=1[C:12]([OH:31])=[O:13], predict the reactants needed to synthesize it. (4) Given the product [N+:8]([C:11]1[CH:12]=[CH:13][C:14]([S:17]([NH:1][C:2]2[CH:7]=[CH:6][CH:5]=[CH:4][N:3]=2)(=[O:19])=[O:18])=[CH:15][CH:16]=1)([O-:10])=[O:9], predict the reactants needed to synthesize it. The reactants are: [NH2:1][C:2]1[CH:7]=[CH:6][CH:5]=[CH:4][N:3]=1.[N+:8]([C:11]1[CH:16]=[CH:15][C:14]([S:17](Cl)(=[O:19])=[O:18])=[CH:13][CH:12]=1)([O-:10])=[O:9].C(N(CC)CC)C.C[O-].[Na+].Cl. (5) Given the product [I:16][C:17]1[CH:23]=[CH:22][C:20]([NH:21][CH:11]=[C:5]([C:4]([O:3][CH2:1][CH3:2])=[O:15])[C:6]([O:8][CH2:9][CH3:10])=[O:7])=[CH:19][CH:18]=1, predict the reactants needed to synthesize it. The reactants are: [CH2:1]([O:3][C:4](=[O:15])[C:5](=[CH:11]OCC)[C:6]([O:8][CH2:9][CH3:10])=[O:7])[CH3:2].[I:16][C:17]1[CH:23]=[CH:22][C:20]([NH2:21])=[CH:19][CH:18]=1. (6) Given the product [I:22][C:9]1[N:10]=[C:11]([C@H:12]2[CH2:13][CH2:14][C@H:15]([C:18]([O:20][CH3:21])=[O:19])[CH2:16][CH2:17]2)[N:4]2[C:5]=1[C:6](=[O:8])[NH:7][CH:2]=[N:3]2, predict the reactants needed to synthesize it. The reactants are: N[C:2]1[NH:7][C:6](=[O:8])[C:5]2=[C:9]([I:22])[N:10]=[C:11]([C@H:12]3[CH2:17][CH2:16][C@H:15]([C:18]([O:20][CH3:21])=[O:19])[CH2:14][CH2:13]3)[N:4]2[N:3]=1.N(OC(C)(C)C)=O. (7) Given the product [CH3:1][O:2][CH2:3][C:4]1[CH:5]=[C:6]([C:14]2[CH:19]=[CH:18][C:17]([C:20]([CH3:25])([CH3:24])[C:21]([OH:23])=[O:22])=[CH:16][CH:15]=2)[CH:7]=[CH:8][CH:9]=1, predict the reactants needed to synthesize it. The reactants are: [CH3:1][O:2][CH2:3][C:4]1[CH:5]=[C:6](B(O)O)[CH:7]=[CH:8][CH:9]=1.Br[C:14]1[CH:19]=[CH:18][C:17]([C:20]([CH3:25])([CH3:24])[C:21]([OH:23])=[O:22])=[CH:16][CH:15]=1. (8) The reactants are: [Br:1][C:2]1[CH:8]=[CH:7][C:5]([NH2:6])=[C:4]([CH3:9])[CH:3]=1.II.[CH3:12][C:13]([CH3:15])=O. Given the product [Br:1][C:2]1[CH:8]=[C:7]2[C:5](=[C:4]([CH3:9])[CH:3]=1)[NH:6][CH2:15][CH:13]=[CH:12]2, predict the reactants needed to synthesize it. (9) Given the product [CH3:24][C@@H:21]1[NH:20][C:16]2[N:17]=[CH:18][N:19]=[C:14]([N:11]3[CH2:10][CH2:9][NH:8][CH2:13][CH2:12]3)[C:15]=2[CH2:23][CH2:22]1.[ClH:25], predict the reactants needed to synthesize it. The reactants are: C(OC([N:8]1[CH2:13][CH2:12][N:11]([C:14]2[C:15]3[CH2:23][CH2:22][C@H:21]([CH3:24])[NH:20][C:16]=3[N:17]=[CH:18][N:19]=2)[CH2:10][CH2:9]1)=O)(C)(C)C.[ClH:25].